From a dataset of Reaction yield outcomes from USPTO patents with 853,638 reactions. Predict the reaction yield, written as a fraction of the theoretical maximum amount of product (1.0 means a 100% yield; for example, 0.34 means a 34% yield). (1) The reactants are C(N(CC)CC)C.Cl.[CH3:9][C@@H:10]1[CH2:15][NH:14][CH2:13][CH2:12][N:11]1[C:16]1[N:21]=[CH:20][C:19]([O:22][CH2:23][C:24]2[C:29]([C:30]#[N:31])=[CH:28][N:27]=[CH:26][CH:25]=2)=[CH:18][N:17]=1.[C:32](=O)([O:40][CH2:41][C:42]([F:45])([F:44])[F:43])[O:33]C1C=CC=CC=1.FC(F)(F)CO. The catalyst is C(Cl)(Cl)Cl.C(Cl)Cl. The product is [C:30]([C:29]1[CH:28]=[N:27][CH:26]=[CH:25][C:24]=1[CH2:23][O:22][C:19]1[CH:18]=[N:17][C:16]([N:11]2[CH2:12][CH2:13][N:14]([C:32]([O:40][CH2:41][C:42]([F:45])([F:44])[F:43])=[O:33])[CH2:15][C@H:10]2[CH3:9])=[N:21][CH:20]=1)#[N:31]. The yield is 0.389. (2) The reactants are CC(C)=[O:3].OS(O)(=O)=O.O=[Cr](=O)=O.Cl.O.[CH2:16]([C:23]1([CH2:27][OH:28])[CH2:26][O:25][CH2:24]1)[C:17]1[CH:22]=[CH:21][CH:20]=[CH:19][CH:18]=1. The catalyst is CC(C)=O.[O-2].[Cr+6].[O-2].[O-2].C(O)(C)C. The product is [CH2:16]([C:23]1([C:27]([OH:3])=[O:28])[CH2:24][O:25][CH2:26]1)[C:17]1[CH:22]=[CH:21][CH:20]=[CH:19][CH:18]=1. The yield is 0.850.